This data is from Reaction yield outcomes from USPTO patents with 853,638 reactions. The task is: Predict the reaction yield, written as a fraction of the theoretical maximum amount of product (1.0 means a 100% yield; for example, 0.34 means a 34% yield). (1) The reactants are CN(C)C=O.[CH3:6][O:7][C:8]1[CH:9]=[C:10]2[C:15](=[CH:16][C:17]=1[OH:18])[N:14]=[CH:13][CH:12]=[C:11]2[O:19][C:20]1[C:21]([CH3:30])=[N:22][C:23]2[C:28]([CH:29]=1)=[CH:27][CH:26]=[CH:25][CH:24]=2.Br[CH2:32][C:33]([NH2:35])=[O:34].C(=O)([O-])[O-].[K+].[K+]. The catalyst is O. The product is [CH3:6][O:7][C:8]1[CH:9]=[C:10]2[C:15](=[CH:16][C:17]=1[O:18][CH2:32][C:33]([NH2:35])=[O:34])[N:14]=[CH:13][CH:12]=[C:11]2[O:19][C:20]1[C:21]([CH3:30])=[N:22][C:23]2[C:28]([CH:29]=1)=[CH:27][CH:26]=[CH:25][CH:24]=2. The yield is 0.830. (2) The product is [OH:1][CH2:3][CH2:2][C:4]1[CH:13]=[CH:12][C:7]([C:8]([O:10][CH3:11])=[O:9])=[CH:6][N:5]=1. The reactants are [O:1]1[CH2:3][CH:2]1[C:4]1[CH:13]=[CH:12][C:7]([C:8]([O:10][CH3:11])=[O:9])=[CH:6][N:5]=1.C([O-])=O.[NH4+]. The yield is 0.450. The catalyst is CCO.[Pd]. (3) The reactants are [NH2:1][CH2:2][CH:3]1[CH2:15][CH2:14][C:13]2[C:12]3[C:7](=[C:8]([C:17]([NH2:19])=[O:18])[CH:9]=[CH:10][C:11]=3[Br:16])[NH:6][C:5]=2[CH2:4]1.[Br:20][CH2:21][CH2:22][CH2:23][C:24](Cl)=[O:25]. The catalyst is C1COCC1.C(Cl)Cl. The product is [Br:16][C:11]1[CH:10]=[CH:9][C:8]([C:17]([NH2:19])=[O:18])=[C:7]2[C:12]=1[C:13]1[CH2:14][CH2:15][CH:3]([CH2:2][NH:1][C:24](=[O:25])[CH2:23][CH2:22][CH2:21][Br:20])[CH2:4][C:5]=1[NH:6]2. The yield is 0.420. (4) The reactants are [Br:1][C:2]1[CH:3]=[C:4]([Cl:15])[C:5]([CH:8]([OH:14])[CH:9](O)[CH2:10][CH2:11]O)=[N:6][CH:7]=1.[OH:16]S(C(F)(F)F)(=O)=O.C([O-])(O)=O.[Na+]. The catalyst is ClCCCl. The product is [Br:1][C:2]1[CH:3]=[C:4]([Cl:15])[C:5]([CH:8]2[O:14][CH2:11][CH:10]([OH:16])[CH2:9]2)=[N:6][CH:7]=1. The yield is 0.360. (5) The product is [C:1]([O:9][C@H:10]1[C@H:14]([CH2:15][O:16][C:17](=[O:24])[C:18]2[CH:23]=[CH:22][CH:21]=[CH:20][CH:19]=2)[O:13][C@H:12]([N:25]2[CH:32]=[CH:31][C:29](=[O:30])[NH:28][C:26]2=[O:27])[CH2:11]1)(=[O:8])[C:2]1[CH:3]=[CH:4][CH:5]=[CH:6][CH:7]=1. The reactants are [C:1]([O:9][C@H:10]1[C@H:14]([CH2:15][O:16][C:17](=[O:24])[C:18]2[CH:23]=[CH:22][CH:21]=[CH:20][CH:19]=2)[O:13][C@H:12]([N:25]2[CH:32]=[CH:31][C:29](=[O:30])[NH:28][C:26]2=[O:27])[C@@H:11]1O)(=[O:8])[C:2]1[CH:7]=[CH:6][CH:5]=[CH:4][CH:3]=1.O(C(Cl)=S)C1C=CC=CC=1. The catalyst is ClCCCl.CN(C)C1C=CN=CC=1. The yield is 0.560. (6) The product is [Cl:23][C:22]1[CH:21]=[CH:20][C:19]([C@@:24]23[O:31][C@@:28]([CH2:32][OH:33])([CH2:29][O:30]2)[C@@H:27]([OH:34])[C@H:26]([OH:35])[C@H:25]3[OH:36])=[CH:18][C:17]=1[CH2:16][C:15]1[CH:37]=[CH:38][C:12]([O:11][CH2:10][CH2:9][OH:8])=[CH:13][CH:14]=1. The catalyst is C(O)C.O1CCCC1.[Pd]. The yield is 0.800. The reactants are C([O:8][CH2:9][CH2:10][O:11][C:12]1[CH:38]=[CH:37][C:15]([CH2:16][C:17]2[CH:18]=[C:19]([C@@:24]34[O:31][C@@:28]([CH2:32][OH:33])([CH2:29][O:30]3)[C@@H:27]([OH:34])[C@H:26]([OH:35])[C@H:25]4[OH:36])[CH:20]=[CH:21][C:22]=2[Cl:23])=[CH:14][CH:13]=1)C1C=CC=CC=1.C(O)=O.